Task: Predict which catalyst facilitates the given reaction.. Dataset: Catalyst prediction with 721,799 reactions and 888 catalyst types from USPTO Reactant: [NH2:1][C:2]1([C:10]([CH3:11])=[CH:9][C:8](Br)=[CH:7][CH:6]1[N+:13]([O-])=O)[C:3]([OH:5])=[O:4]. Product: [NH2:1][C:2]1([C:10]([CH3:11])=[CH:9][CH:8]=[CH:7][CH:6]1[NH2:13])[C:3]([OH:5])=[O:4]. The catalyst class is: 19.